From a dataset of Reaction yield outcomes from USPTO patents with 853,638 reactions. Predict the reaction yield, written as a fraction of the theoretical maximum amount of product (1.0 means a 100% yield; for example, 0.34 means a 34% yield). (1) The yield is 0.940. The product is [OH:11][C:12]1[CH:19]=[CH:18][C:15]([CH:16]=[C:6]2[C:7](=[O:8])[O:9][C:2]([CH3:10])([CH3:1])[O:3][C:4]2=[O:5])=[CH:14][CH:13]=1. The reactants are [CH3:1][C:2]1([CH3:10])[O:9][C:7](=[O:8])[CH2:6][C:4](=[O:5])[O:3]1.[OH:11][C:12]1[CH:19]=[CH:18][C:15]([CH:16]=O)=[CH:14][CH:13]=1. The catalyst is O. (2) The reactants are [Br:1][C:2]1[CH:6]=[CH:5][S:4][C:3]=1[CH:7]=O.Cl.[NH2:10][OH:11].[OH-].[Na+]. The catalyst is C(O)C.O. The product is [Br:1][C:2]1[CH:6]=[CH:5][S:4][C:3]=1[CH:7]=[N:10][OH:11]. The yield is 0.670. (3) The reactants are [Cl:1][C:2]1[CH:22]=[C:21]([Cl:23])[CH:20]=[CH:19][C:3]=1[CH2:4][N:5]1[C:9]([CH2:10][CH2:11][C:12](O)=[O:13])=[CH:8][C:7]([O:15][CH:16]([CH3:18])[CH3:17])=[N:6]1.[CH3:24][S:25]([NH2:28])(=[O:27])=[O:26].N12CCCN=C1CCCCC2.Cl. The catalyst is O1CCCC1.[Cl-].[Na+].O. The product is [Cl:1][C:2]1[CH:22]=[C:21]([Cl:23])[CH:20]=[CH:19][C:3]=1[CH2:4][N:5]1[C:9]([CH2:10][CH2:11][C:12]([NH:28][S:25]([CH3:24])(=[O:27])=[O:26])=[O:13])=[CH:8][C:7]([O:15][CH:16]([CH3:18])[CH3:17])=[N:6]1. The yield is 0.860.